From a dataset of Reaction yield outcomes from USPTO patents with 853,638 reactions. Predict the reaction yield, written as a fraction of the theoretical maximum amount of product (1.0 means a 100% yield; for example, 0.34 means a 34% yield). (1) The reactants are [CH3:1][O:2][C:3]1[CH:4]=[C:5]([CH:14]=[CH:15][C:16]=1[O:17][CH3:18])[CH2:6][NH:7][CH2:8][C:9]([O:11][CH2:12][CH3:13])=[O:10].[C:19](O[C:19]([O:21][C:22]([CH3:25])([CH3:24])[CH3:23])=[O:20])([O:21][C:22]([CH3:25])([CH3:24])[CH3:23])=[O:20]. The catalyst is C(Cl)Cl. The product is [C:22]([O:21][C:19]([N:7]([CH2:6][C:5]1[CH:14]=[CH:15][C:16]([O:17][CH3:18])=[C:3]([O:2][CH3:1])[CH:4]=1)[CH2:8][C:9]([O:11][CH2:12][CH3:13])=[O:10])=[O:20])([CH3:25])([CH3:24])[CH3:23]. The yield is 0.930. (2) The reactants are [CH2:1]([O:3][C:4]([C:6]1([NH:11][C:12]([CH:14]2[CH2:18][CH:17]([O:19][Si:20]([C:23]([CH3:26])([CH3:25])[CH3:24])([CH3:22])[CH3:21])[CH2:16][N:15]2[C:27](=[O:44])[CH:28]([NH:36][C:37]([O:39][C:40]([CH3:43])([CH3:42])[CH3:41])=[O:38])[CH2:29][CH2:30][CH2:31][CH2:32][CH2:33]C=C)=[O:13])[CH2:8][CH:7]1[CH:9]=[CH2:10])=[O:5])[CH3:2].C1(P(C2CCCCC2)C2CCCCC2)CCCCC1. The catalyst is C(Cl)Cl. The product is [CH2:1]([O:3][C:4]([C:6]12[CH2:8][CH:7]1[CH:9]=[CH:10][CH2:33][CH2:32][CH2:31][CH2:30][CH2:29][CH:28]([NH:36][C:37]([O:39][C:40]([CH3:42])([CH3:43])[CH3:41])=[O:38])[C:27](=[O:44])[N:15]1[CH:14]([CH2:18][CH:17]([O:19][Si:20]([C:23]([CH3:24])([CH3:26])[CH3:25])([CH3:21])[CH3:22])[CH2:16]1)[C:12](=[O:13])[NH:11]2)=[O:5])[CH3:2]. The yield is 0.960. (3) The product is [P:25]([OH:27])([OH:28])([O:24][CH2:23][C@:22]([NH2:30])([C@H:17]1[CH2:16][CH2:15][C:14]2[C:19](=[CH:20][CH:21]=[C:12]([O:11][C@H:8]3[CH2:9][CH2:10][C@H:5]([C:1]([CH3:2])([CH3:3])[CH3:4])[CH2:6][CH2:7]3)[C:13]=2[C:38]([F:39])([F:41])[F:40])[CH2:18]1)[CH3:29])=[O:26]. The reactants are [C:1]([C@H:5]1[CH2:10][CH2:9][C@H:8]([O:11][C:12]2[C:13]([C:38]([F:41])([F:40])[F:39])=[C:14]3[C:19](=[CH:20][CH:21]=2)[CH2:18][C@@H:17]([C@:22]([NH:30]C(=O)OC(C)(C)C)([CH3:29])[CH2:23][O:24][P:25]([OH:28])([OH:27])=[O:26])[CH2:16][CH2:15]3)[CH2:7][CH2:6]1)([CH3:4])([CH3:3])[CH3:2].FC(F)(F)C(O)=O.C(Cl)Cl. No catalyst specified. The yield is 0.980. (4) The reactants are [O:1]=[C:2]([N:9]1[CH2:14][CH2:13][O:12][CH2:11][CH2:10]1)[CH2:3][CH2:4][CH2:5][C:6]([OH:8])=O.[CH3:15][O:16][C:17]1[CH:32]=[CH:31][C:20]([C:21]([NH:23][C:24]2[C:25]([NH2:30])=[CH:26][CH:27]=[CH:28][CH:29]=2)=[O:22])=[CH:19][CH:18]=1. The catalyst is C(Cl)Cl. The product is [CH3:15][O:16][C:17]1[CH:18]=[CH:19][C:20]([C:21]([NH:23][C:24]2[C:25]([NH:30][C:6](=[O:8])[CH2:5][CH2:4][CH2:3][C:2](=[O:1])[N:9]3[CH2:14][CH2:13][O:12][CH2:11][CH2:10]3)=[CH:26][CH:27]=[CH:28][CH:29]=2)=[O:22])=[CH:31][CH:32]=1. The yield is 0.850. (5) The reactants are Br[C:2]1[CH:3]=[C:4]([N:8]2[C:12]([C:13]3[C:18](=[O:19])[CH:17]=[CH:16][N:15]([C:20]4[CH:25]=[CH:24][CH:23]=[CH:22][CH:21]=4)[N:14]=3)=[CH:11][CH:10]=[N:9]2)[CH:5]=[CH:6][CH:7]=1.[C:26]([Si:28]([CH3:31])([CH3:30])[CH3:29])#[CH:27].C1C=CC(P(C2C=CC=CC=2)C2C=CC=CC=2)=CC=1.CNC. The catalyst is C(O)C.CN(C=O)C.[Cu]I.Cl[Pd](Cl)([P](C1C=CC=CC=1)(C1C=CC=CC=1)C1C=CC=CC=1)[P](C1C=CC=CC=1)(C1C=CC=CC=1)C1C=CC=CC=1. The product is [C:20]1([N:15]2[CH:16]=[CH:17][C:18](=[O:19])[C:13]([C:12]3[N:8]([C:4]4[CH:5]=[CH:6][CH:7]=[C:2]([C:27]#[C:26][Si:28]([CH3:31])([CH3:30])[CH3:29])[CH:3]=4)[N:9]=[CH:10][CH:11]=3)=[N:14]2)[CH:25]=[CH:24][CH:23]=[CH:22][CH:21]=1. The yield is 0.550. (6) The reactants are [C:1]([NH:4][C:5]1[C:25]([Cl:26])=[CH:24][C:8]([C:9]([NH:11][CH:12]([CH3:23])[C:13]([N:15]2[CH2:19][CH2:18][CH2:17][CH:16]2C(O)=O)=[O:14])=[O:10])=[C:7]([O:27][CH3:28])[CH:6]=1)(=[O:3])[CH3:2].[O:29]=[C:30]1[O:34][CH:33]([O:35][CH2:36][CH2:37][C:38]2[CH:43]=[CH:42][CH:41]=[CH:40]C=2)[CH:32]([NH:44][C:45](C2CCCN2C(=O)C(NC(=O)C2C=CC(N)=C(Cl)C=2)C)=[O:46])[CH2:31]1. No catalyst specified. The product is [CH2:36]([O:35][CH:33]1[CH:32]([NH:44][C:45]([CH:16]2[CH2:17][CH2:18][CH2:19][N:15]2[C:13](=[O:14])[CH:12]([NH:11][C:9](=[O:10])[C:8]2[CH:24]=[C:25]([Cl:26])[C:5]([NH:4][C:1](=[O:3])[CH3:2])=[CH:6][C:7]=2[O:27][CH3:28])[CH3:23])=[O:46])[CH2:31][C:30](=[O:29])[O:34]1)[C:37]1[CH:38]=[CH:43][CH:42]=[CH:41][CH:40]=1. The yield is 0.820. (7) The reactants are [F:1][C:2]1[CH:3]=[C:4]2[C:8](=[C:9]([NH:11][CH3:12])[CH:10]=1)[NH:7][C:6]1[N:13]=[C:14]([CH2:18][C:19]3[CH:20]=[N:21][C:22]([CH3:25])=[N:23][CH:24]=3)[N:15]=[C:16](O)[C:5]2=1.C([O-])([O-])=O.[K+].[K+].F[P-](F)(F)(F)(F)F.N1(O[P+](N(C)C)(N(C)C)N(C)C)C2C=CC=CC=2N=N1.[CH2:59]1[C:61]2([C@@H:65]([NH:66][C:67](=[O:73])[O:68][C:69]([CH3:72])([CH3:71])[CH3:70])[CH2:64][NH:63][CH2:62]2)[CH2:60]1. The catalyst is CN1C(=O)CCC1. The product is [F:1][C:2]1[CH:3]=[C:4]2[C:8](=[C:9]([NH:11][CH3:12])[CH:10]=1)[NH:7][C:6]1[N:13]=[C:14]([CH2:18][C:19]3[CH:20]=[N:21][C:22]([CH3:25])=[N:23][CH:24]=3)[N:15]=[C:16]([N:63]3[CH2:64][C@H:65]([NH:66][C:67](=[O:73])[O:68][C:69]([CH3:71])([CH3:70])[CH3:72])[C:61]4([CH2:60][CH2:59]4)[CH2:62]3)[C:5]2=1. The yield is 0.600.